Dataset: Experimental lipophilicity measurements (octanol/water distribution) for 4,200 compounds from AstraZeneca. Task: Regression/Classification. Given a drug SMILES string, predict its absorption, distribution, metabolism, or excretion properties. Task type varies by dataset: regression for continuous measurements (e.g., permeability, clearance, half-life) or binary classification for categorical outcomes (e.g., BBB penetration, CYP inhibition). For this dataset (lipophilicity_astrazeneca), we predict Y. (1) The compound is O=[N+]([O-])c1ccc2c(c1)nc1n2CCCCC1. The Y is 2.58 logD. (2) The molecule is CC(C)C(NC(=O)Cn1c(-c2ccccc2)ccc(NC(=O)Cc2ccccc2C(=O)O)c1=O)C(=O)C(F)(F)F. The Y is 1.14 logD. (3) The molecule is Cc1ncc(-c2nc(Nc3ccc(C(=O)N4CCN(C)CC4)cc3)ncc2F)n1C(C)C. The Y is 2.49 logD. (4) The compound is NC(=O)c1cccnc1Oc1ccccc1. The Y is 1.13 logD. (5) The compound is O=C1C(=O)c2cccnc2-c2ccccc21. The Y is 1.88 logD.